From a dataset of Reaction yield outcomes from USPTO patents with 853,638 reactions. Predict the reaction yield, written as a fraction of the theoretical maximum amount of product (1.0 means a 100% yield; for example, 0.34 means a 34% yield). (1) The reactants are [CH3:1][NH:2][CH2:3][CH2:4][OH:5].[O-2].[Mg+2].[Cl:8][C:9]1[S:13][C:12]([S:14](Cl)(=[O:16])=[O:15])=[CH:11][C:10]=1[N+:18]([O-:20])=[O:19]. The catalyst is C1COCC1.O. The product is [OH:5][CH2:4][CH2:3][N:2]([CH3:1])[S:14]([C:12]1[S:13][C:9]([Cl:8])=[C:10]([N+:18]([O-:20])=[O:19])[CH:11]=1)(=[O:16])=[O:15]. The yield is 0.350. (2) The reactants are [Cl:1][C:2]1[CH:3]=[C:4]2[C:9](=[CH:10][C:11]=1[F:12])[NH:8][C:7](=[O:13])[C:6](/[CH:14]=[N:15]/[S@@:16]([C:18]([CH3:21])([CH3:20])[CH3:19])=[O:17])=[CH:5]2.[CH2:22](Cl)Cl.C[Mg]Br. The catalyst is O. The product is [Cl:1][C:2]1[CH:3]=[C:4]2[C:9](=[CH:10][C:11]=1[F:12])[NH:8][C:7](=[O:13])[C:6]([C@H:14]([NH:15][S@@:16]([C:18]([CH3:21])([CH3:20])[CH3:19])=[O:17])[CH3:22])=[CH:5]2. The yield is 0.230. (3) The reactants are [CH3:1][C:2]1[N:6]([C:7]2[CH:12]=[CH:11][CH:10]=[CH:9][CH:8]=2)[N:5]=[CH:4][C:3]=1[C:13]([OH:15])=O.Cl.[NH2:17][CH2:18][C:19]1[C:20](=[O:27])[NH:21][C:22]([CH3:26])=[CH:23][C:24]=1[CH3:25].C1C=NC2N(O)N=NC=2C=1.C(Cl)CCl.CN1CCOCC1. The catalyst is O.CS(C)=O. The product is [CH3:25][C:24]1[CH:23]=[C:22]([CH3:26])[NH:21][C:20](=[O:27])[C:19]=1[CH2:18][NH:17][C:13]([C:3]1[CH:4]=[N:5][N:6]([C:7]2[CH:8]=[CH:9][CH:10]=[CH:11][CH:12]=2)[C:2]=1[CH3:1])=[O:15]. The yield is 0.830. (4) The reactants are [C:1]1([OH:7])[CH:6]=[CH:5][CH:4]=[CH:3][CH:2]=1.N1C=CC=CC=1.[C:14]1([CH:20]([CH3:25])[CH2:21][C:22](Cl)=[O:23])[CH:19]=[CH:18][CH:17]=[CH:16][CH:15]=1.Cl. The catalyst is CN(C)C1C=CN=CC=1.C1(C)C=CC=CC=1. The product is [C:14]1([CH:20]([CH3:25])[CH2:21][C:22]([O:7][C:1]2[CH:6]=[CH:5][CH:4]=[CH:3][CH:2]=2)=[O:23])[CH:19]=[CH:18][CH:17]=[CH:16][CH:15]=1. The yield is 0.700. (5) The reactants are [Cl:1][C:2]1[CH:3]=[C:4]([C:8]2[CH:26]=[C:11]3[N:12]=[C:13]([CH3:25])[C:14]([C@H:19]([OH:24])[C:20]([O:22][CH3:23])=[O:21])=[C:15]([CH:16]([CH3:18])[CH3:17])[N:10]3[N:9]=2)[CH:5]=[CH:6][CH:7]=1.C(O[C:31]([CH3:34])([CH3:33])[CH3:32])(=O)C.Cl(O)(=O)(=O)=O.CCOCC. The catalyst is C(Cl)Cl. The product is [C:31]([O:24][C@@H:19]([C:14]1[C:13]([CH3:25])=[N:12][C:11]2[N:10]([N:9]=[C:8]([C:4]3[CH:5]=[CH:6][CH:7]=[C:2]([Cl:1])[CH:3]=3)[CH:26]=2)[C:15]=1[CH:16]([CH3:18])[CH3:17])[C:20]([O:22][CH3:23])=[O:21])([CH3:34])([CH3:33])[CH3:32]. The yield is 0.625. (6) The reactants are [C:1]1([CH:7]([NH:9][C:10]2[S:11][C:12]3[C:18]([NH2:19])=[CH:17][CH:16]=[CH:15][C:13]=3[N:14]=2)[CH3:8])[CH:6]=[CH:5][CH:4]=[CH:3][CH:2]=1.[CH:20](=O)[CH2:21][CH3:22].C(O[BH-](O[C:34](=O)[CH3:35])OC(=O)C)(=O)C.[Na+].Cl[CH:39](Cl)C. The catalyst is C(O)(=O)C. The product is [C:1]1([CH:7]([NH:9][C:10]2[S:11][C:12]3[C:18]([N:19]([CH2:39][CH2:34][CH3:35])[CH2:20][CH2:21][CH3:22])=[CH:17][CH:16]=[CH:15][C:13]=3[N:14]=2)[CH3:8])[CH:2]=[CH:3][CH:4]=[CH:5][CH:6]=1. The yield is 0.380.